From a dataset of Catalyst prediction with 721,799 reactions and 888 catalyst types from USPTO. Predict which catalyst facilitates the given reaction. Reactant: [Cl:1][C:2]1[CH:7]=[CH:6][CH:5]=[CH:4][C:3]=1[C@H:8]([N:13]1[CH2:18][CH2:17][CH:16]2[S:19][C:20](=[O:22])[CH:21]=[C:15]2[CH2:14]1)[C:9]([O:11][CH3:12])=[O:10].C(N(CC)CC)C.[C:30]([O:33][C:34]1[C:35](=[CH:39][CH:40]=[CH:41][CH:42]=1)[C:36](Cl)=[O:37])(=[O:32])[CH3:31].C([O-])(O)=O.[Na+]. Product: [C:30]([O:33][C:34]1[CH:42]=[CH:41][CH:40]=[CH:39][C:35]=1[C:36]([O:22][C:20]1[S:19][C:16]2[CH2:17][CH2:18][N:13]([C@@H:8]([C:3]3[CH:4]=[CH:5][CH:6]=[CH:7][C:2]=3[Cl:1])[C:9]([O:11][CH3:12])=[O:10])[CH2:14][C:15]=2[CH:21]=1)=[O:37])(=[O:32])[CH3:31]. The catalyst class is: 7.